From a dataset of Peptide-MHC class I binding affinity with 185,985 pairs from IEDB/IMGT. Regression. Given a peptide amino acid sequence and an MHC pseudo amino acid sequence, predict their binding affinity value. This is MHC class I binding data. (1) The peptide sequence is QFPGQQQPF. The MHC is HLA-A26:01 with pseudo-sequence HLA-A26:01. The binding affinity (normalized) is 0.0607. (2) The peptide sequence is FTLDADLGI. The MHC is HLA-A02:12 with pseudo-sequence HLA-A02:12. The binding affinity (normalized) is 0.666. (3) The peptide sequence is LYAVTTAVL. The MHC is HLA-B57:01 with pseudo-sequence HLA-B57:01. The binding affinity (normalized) is 0.0847. (4) The peptide sequence is EFKQILTDF. The MHC is HLA-A26:01 with pseudo-sequence HLA-A26:01. The binding affinity (normalized) is 0.0847.